From a dataset of Catalyst prediction with 721,799 reactions and 888 catalyst types from USPTO. Predict which catalyst facilitates the given reaction. (1) Reactant: Cl[C:2]1[N:7]=[CH:6][C:5]2[C:8]([CH3:14])([CH3:13])[C:9](=[O:12])[N:10]([CH3:11])[C:4]=2[CH:3]=1.C(=O)([O-])[O-].[Na+].[Na+].[F:21][C:22]1[CH:27]=[C:26](B2OC(C)(C)C(C)(C)O2)[CH:25]=[CH:24][N:23]=1. Product: [F:21][C:22]1[CH:27]=[C:26]([C:2]2[N:7]=[CH:6][C:5]3[C:8]([CH3:14])([CH3:13])[C:9](=[O:12])[N:10]([CH3:11])[C:4]=3[CH:3]=2)[CH:25]=[CH:24][N:23]=1. The catalyst class is: 70. (2) Reactant: [CH2:1]([S:4]([O:7][C:8]1[CH:13]=[CH:12][C:11]([C:14]2[N:18]([C:19]3[CH:24]=[CH:23][C:22]([Cl:25])=[CH:21][C:20]=3[Cl:26])[N:17]=[C:16]([C:27]([NH:29][CH:30]3[CH2:35][CH2:34][CH2:33][CH2:32][CH2:31]3)=O)[C:15]=2[CH3:36])=[CH:10][CH:9]=1)(=[O:6])=[O:5])[CH2:2][CH3:3].COC1C=CC(P2(SP(C3C=CC(OC)=CC=3)(=S)S2)=[S:46])=CC=1. Product: [CH2:1]([S:4]([O:7][C:8]1[CH:13]=[CH:12][C:11]([C:14]2[N:18]([C:19]3[CH:24]=[CH:23][C:22]([Cl:25])=[CH:21][C:20]=3[Cl:26])[N:17]=[C:16]([C:27]([NH:29][CH:30]3[CH2:35][CH2:34][CH2:33][CH2:32][CH2:31]3)=[S:46])[C:15]=2[CH3:36])=[CH:10][CH:9]=1)(=[O:6])=[O:5])[CH2:2][CH3:3]. The catalyst class is: 11.